Dataset: Retrosynthesis with 50K atom-mapped reactions and 10 reaction types from USPTO. Task: Predict the reactants needed to synthesize the given product. (1) The reactants are: COC(=O)C(C)Cc1cccc(CN(Cc2ccc(-n3cccn3)cc2)S(=O)(=O)c2ccccc2)c1. Given the product CC(Cc1cccc(CN(Cc2ccc(-n3cccn3)cc2)S(=O)(=O)c2ccccc2)c1)C(=O)O, predict the reactants needed to synthesize it. (2) Given the product CC(C)c1nc2c(c(I)c1[C@@H](O)c1ccc(OCc3ccccc3)cc1)[C@@H](O[Si](C)(C)C(C)(C)C)CC(C)(C)C2, predict the reactants needed to synthesize it. The reactants are: CC(C)c1nc2c(c(I)c1C=O)[C@@H](O[Si](C)(C)C(C)(C)C)CC(C)(C)C2.[Mg+]c1ccc(OCc2ccccc2)cc1. (3) Given the product Cn1cc(Br)cc(I)c1=O, predict the reactants needed to synthesize it. The reactants are: CI.O=c1[nH]cc(Br)cc1I. (4) Given the product CCOC(=O)c1[nH]c(C)c(-c2ccccc2C(F)(F)F)c1C, predict the reactants needed to synthesize it. The reactants are: CCOC(=O)c1[nH]c(C)c(Br)c1C.OB(O)c1ccccc1C(F)(F)F.